From a dataset of Full USPTO retrosynthesis dataset with 1.9M reactions from patents (1976-2016). Predict the reactants needed to synthesize the given product. (1) Given the product [CH3:16][C:5]1[C:4]([CH2:2][OH:3])=[CH:8][N:7]([C:9]2[CH:14]=[CH:13][N:12]=[C:11]([NH:27][C:23]3[CH:22]=[C:21]4[C:26](=[CH:25][CH:24]=3)[N:18]([CH3:17])[CH:19]=[CH:20]4)[N:10]=2)[N:6]=1, predict the reactants needed to synthesize it. The reactants are: C[CH:2]([C:4]1[C:5]([CH3:16])=[N:6][N:7]([C:9]2[CH:14]=[CH:13][N:12]=[C:11](Cl)[N:10]=2)[CH:8]=1)[OH:3].[CH3:17][N:18]1[C:26]2[C:21](=[CH:22][C:23]([NH2:27])=[CH:24][CH:25]=2)[CH:20]=[CH:19]1.C(=O)([O-])[O-].[K+].[K+].CC1(C)C2C=CC=C(P(C3C=CC=CC=3)C3C=CC=CC=3)C=2OC2C1=CC=CC=2P(C1C=CC=CC=1)C1C=CC=CC=1. (2) Given the product [NH2:36][CH2:6][C:7]1[N:8]=[CH:9][N:10]=[C:11]([O:13][C:14]2[CH:15]=[C:16]3[C:20](=[CH:21][CH:22]=2)[N:19]([C:23]([NH:24][C:25]2[CH:29]=[C:28]([C:30]([F:31])([F:32])[F:33])[N:27]([CH3:34])[N:26]=2)=[O:35])[CH:18]=[CH:17]3)[CH:12]=1, predict the reactants needed to synthesize it. The reactants are: CS(O[CH2:6][C:7]1[CH:12]=[C:11]([O:13][C:14]2[CH:15]=[C:16]3[C:20](=[CH:21][CH:22]=2)[N:19]([C:23](=[O:35])[NH:24][C:25]2[CH:29]=[C:28]([C:30]([F:33])([F:32])[F:31])[N:27]([CH3:34])[N:26]=2)[CH:18]=[CH:17]3)[N:10]=[CH:9][N:8]=1)(=O)=O.[NH3:36]. (3) Given the product [CH2:1]=[CH:2][C:3]1[CH:8]=[CH:7][CH:6]=[CH:5][CH:4]=1.[C:9]([O-:13])(=[O:12])[CH:10]=[CH2:11], predict the reactants needed to synthesize it. The reactants are: [CH2:1]=[CH:2][C:3]1[CH:8]=[CH:7][CH:6]=[CH:5][CH:4]=1.[C:9]([O:13]CCCC)(=[O:12])[CH:10]=[CH2:11].C(O)(=O)C(C)=C. (4) The reactants are: Br[C:2]1[CH:3]=[N:4][CH:5]=[C:6]([Br:8])[CH:7]=1.[C:9]1([CH:15]([C:17]([OH:19])=[O:18])[NH2:16])[CH:14]=[CH:13][CH:12]=[CH:11][CH:10]=1.N1CCC[C@H]1C(O)=O.C([O-])([O-])=O.[K+].[K+]. Given the product [Br:8][C:6]1[CH:7]=[C:2]([NH:16][CH:15]([C:9]2[CH:14]=[CH:13][CH:12]=[CH:11][CH:10]=2)[C:17]([OH:19])=[O:18])[CH:3]=[N:4][CH:5]=1, predict the reactants needed to synthesize it. (5) Given the product [F:29][C:30]([F:35])([F:34])[C:31]([OH:33])=[O:32].[Cl:1][C:2]1[CH:7]=[C:6]([Cl:8])[CH:5]=[CH:4][C:3]=1[C:9]1[N:14]=[C:13]([NH:15][CH2:16][CH2:17][NH2:18])[N:12]2[CH:26]=[CH:27][N:28]=[C:11]2[CH:10]=1, predict the reactants needed to synthesize it. The reactants are: [Cl:1][C:2]1[CH:7]=[C:6]([Cl:8])[CH:5]=[CH:4][C:3]=1[C:9]1[N:14]=[C:13]([NH:15][CH2:16][CH2:17][NH:18]C(=O)OC(C)(C)C)[N:12]2[CH:26]=[CH:27][N:28]=[C:11]2[CH:10]=1.[F:29][C:30]([F:35])([F:34])[C:31]([OH:33])=[O:32]. (6) Given the product [CH:9]1([C:13]2[NH:8][C:7]3[CH:6]=[CH:5][N:4]=[CH:3][C:2]=3[N:1]=2)[CH2:12][CH2:11][CH2:10]1, predict the reactants needed to synthesize it. The reactants are: [NH2:1][C:2]1[CH:3]=[N:4][CH:5]=[CH:6][C:7]=1[NH2:8].[CH:9]1([C:13](O)=O)[CH2:12][CH2:11][CH2:10]1.N. (7) Given the product [NH:15]1[C:23]2[C:18](=[CH:19][CH:20]=[CH:21][CH:22]=2)[CH:17]=[C:16]1[CH:24]=[C:8]1[C:7]2[C:11](=[CH:12][CH:13]=[C:5]([S:2]([NH2:1])(=[O:4])=[O:3])[CH:6]=2)[NH:10][C:9]1=[O:14], predict the reactants needed to synthesize it. The reactants are: [NH2:1][S:2]([C:5]1[CH:6]=[C:7]2[C:11](=[CH:12][CH:13]=1)[NH:10][C:9](=[O:14])[CH2:8]2)(=[O:4])=[O:3].[NH:15]1[C:23]2[C:18](=[CH:19][CH:20]=[CH:21][CH:22]=2)[CH:17]=[C:16]1[CH:24]=O.N1CCCCC1.